This data is from Full USPTO retrosynthesis dataset with 1.9M reactions from patents (1976-2016). The task is: Predict the reactants needed to synthesize the given product. (1) Given the product [Cl:10][C:11]1[C:12]([C:21]2[CH:26]=[N:25][C:24]([C:27]([F:29])([F:30])[F:28])=[N:23][CH:22]=2)=[CH:13][C:14]([CH:17]=[O:18])=[N:15][CH:16]=1, predict the reactants needed to synthesize it. The reactants are: CC(C[AlH]CC(C)C)C.[Cl:10][C:11]1[C:12]([C:21]2[CH:22]=[N:23][C:24]([C:27]([F:30])([F:29])[F:28])=[N:25][CH:26]=2)=[CH:13][C:14]([C:17](OC)=[O:18])=[N:15][CH:16]=1. (2) Given the product [I:1][C:2]1[CH:7]=[CH:6][N:5]=[C:4]([O:8][CH3:9])[C:3]=1[CH2:10][O:11][CH2:12][O:13][CH3:14], predict the reactants needed to synthesize it. The reactants are: [I:1][C:2]1[CH:7]=[CH:6][N:5]=[C:4]([O:8][CH3:9])[C:3]=1[CH2:10][OH:11].[CH2:12](Cl)[O:13][CH3:14].C(N(C(C)C)C(C)C)C.